This data is from Experimentally validated miRNA-target interactions with 360,000+ pairs, plus equal number of negative samples. The task is: Binary Classification. Given a miRNA mature sequence and a target amino acid sequence, predict their likelihood of interaction. (1) The miRNA is hsa-miR-146a-3p with sequence CCUCUGAAAUUCAGUUCUUCAG. The protein sequence of the target gene is MSWESGAGPGLGSQGMDLVWSAWYGKCVKGKGSLPLSAHGIVVAWLSRAEWDQVTVYLFCDDHKLQRYALNRITVWRSRSGNELPLAVASTADLIRCKLLDVTGGLGTDELRLLYGMALVRFVNLISERKTKFAKVPLKCLAQEVNIPDWIVDLRHELTHKKMPHINDCRRGCYFVLDWLQKTYWCRQLENSLRETWELEEFREGIEEEDQEEDKNIVVDDITEQKPEPQDDGKSTESDVKADGDSKGSEEVDSHCKKALSHKELYERARELLVSYEEEQFTVLEKFRYLPKAIKAWNNP.... Result: 0 (no interaction). (2) The miRNA is hsa-miR-4510 with sequence UGAGGGAGUAGGAUGUAUGGUU. The protein sequence of the target gene is MELDFGHFDERDKTSRNMRGSRMNGLPSPTHSAHCSFYRTRTLQALSNEKKAKKVRFYRNGDRYFKGIVYAVSSDRFRSFDALLADLTRSLSDNINLPQGVRYIYTIDGSRKIGSMDELEEGESYVCSSDNFFKKVEYTKNVNPNWSVNVKTSANMKAPQSLASSNSAQARENKDFVRPKLVTIIRSGVKPRKAVRVLLNKKTAHSFEQVLTDITEAIKLETGVVKKLYTLDGKQVTCLHDFFGDDDVFIACGPEKFRYAQDDFSLDENECRVMKGNPSATAGPKASPTPQKTSAKSPGP.... Result: 1 (interaction). (3) The miRNA is hsa-miR-6512-3p with sequence UUCCAGCCCUUCUAAUGGUAGG. The protein sequence of the target gene is MFPRRPPATLAAWLAGARGGGLLSALANQCRFVTGLRVRRAQQIAQLYGRLYSESSRCALLGRFWRRLRGRPGHASVLMAALSGVFVWDEERIQEEELQRSINEMKRLEEMSNIFQSSGVENYPPEPKSPAGGNEKSKDKEEPWEMVMDKKHFKLWRRPITGTHLYQYRVFGTYTDVTPRQFFNVQLDTEYRKKWDALVIKLEVIERDAVSGSEVLHWVTHFPYPMYSRDYVYVRRYSVDQENNVMVLVSRAVEHPSVPESPEFVRVRSYESQMVIRPHKSFDENGFDYLLTYSDNPQTV.... Result: 0 (no interaction). (4) The miRNA is hsa-miR-325 with sequence CCUAGUAGGUGUCCAGUAAGUGU. The protein sequence of the target gene is MAPAQRPLLPLLLLLLPLPPPPFARAEDAARANSDRYAVYWNRSNPRFHAGAGDDGGGYTVEVSINDYLDIYCPHYGAPLPPAERMEHYVLYMVNGEGHASCDHRQRGFKRWECNRPAAPGGPLKFSEKFQLFTPFSLGFEFRPGHEYYYISATPPNAVDRPCLRLKVYVRPTNETLYEAPEPIFTSNNSCSSPGGCRLFLSTIPVLWTLLGS. Result: 0 (no interaction). (5) The miRNA is hsa-miR-3938 with sequence AAUUCCCUUGUAGAUAACCCGG. The protein sequence of the target gene is MSSGALLPKPQMRGLLAKRLRVHIAGAFIVALGVAAAYKFGVAEPRKKAYAEFYRNYDSMKDFEEMRKAGIFQSAK. Result: 0 (no interaction).